From a dataset of Forward reaction prediction with 1.9M reactions from USPTO patents (1976-2016). Predict the product of the given reaction. (1) Given the reactants [C:1]1([NH:7][CH2:8][CH2:9][CH2:10][CH2:11][CH2:12][C:13]([O:15]C)=[O:14])[CH:6]=[CH:5][CH:4]=[CH:3][CH:2]=1.[C:17](=[O:20])([O-])[O-].[K+].[K+].Br[CH2:24][CH:25]([CH2:28][CH2:29][CH2:30][CH3:31])[CH2:26][CH3:27].C(OCCCCCCN(CC(CC)CCCC)C1C=CC=CC=1)(=O)C.C(OC(=O)C)(=O)C.[Na].[Na].C(C1C(=C(C#N)C#N)NC(=O)C=1O)#N.O=P(Cl)(Cl)Cl.BrCCCCCC.[C:92]([C:94]1[C:98](=[C:99]([C:102]#[N:103])[C:100]#[N:101])[N:97]([CH2:104][CH2:105][CH2:106][CH2:107][CH2:108][CH3:109])C(=O)[C:95]=1C1C=CC(N(CC(CC)CCCC)CCCCCC(OC)=O)=CC=1)#[N:93].Cl, predict the reaction product. The product is: [C:92]([C:94]1[C:98](=[C:99]([C:100]#[N:101])[C:102]#[N:103])[N:97]([CH2:104][CH2:105][CH2:106][CH2:107][CH2:108][CH3:109])[C:17](=[O:20])[C:95]=1[C:4]1[CH:3]=[CH:2][C:1]([N:7]([CH2:24][CH:25]([CH2:26][CH3:27])[CH2:28][CH2:29][CH2:30][CH3:31])[CH2:8][CH2:9][CH2:10][CH2:11][CH2:12][C:13]([OH:15])=[O:14])=[CH:6][CH:5]=1)#[N:93]. (2) Given the reactants [CH2:1]([C:8]1[N:20]=[C:19]2[N:10]([C:11](=O)[NH:12][C:13]3[CH:14]=[CH:15][C:16]([Cl:21])=[CH:17][C:18]=32)[N:9]=1)[C:2]1[CH:7]=[CH:6][CH:5]=[CH:4][CH:3]=1.O=P(Cl)(Cl)[Cl:25], predict the reaction product. The product is: [CH2:1]([C:8]1[N:20]=[C:19]2[N:10]([C:11]([Cl:25])=[N:12][C:13]3[CH:14]=[CH:15][C:16]([Cl:21])=[CH:17][C:18]=32)[N:9]=1)[C:2]1[CH:7]=[CH:6][CH:5]=[CH:4][CH:3]=1. (3) Given the reactants [C:1]([CH2:3][C:4]1[C:8]([C:9]([O:11][CH2:12][CH3:13])=[O:10])=[C:7](SC)[S:6][C:5]=1[C:16]([O:18]CC)=O)#[N:2].N.C(O)C, predict the reaction product. The product is: [O:18]=[C:16]1[C:5]2[S:6][CH:7]=[C:8]([C:9]([O:11][CH2:12][CH3:13])=[O:10])[C:4]=2[CH2:3][CH2:1][NH:2]1. (4) Given the reactants [H-].[Na+].[NH:3]1[C:7]2[CH:8]=[CH:9][CH:10]=[CH:11][C:6]=2[N:5]=[C:4]1[NH:12][CH:13]1[CH2:18][CH2:17][N:16]([C:19]([O:21][C:22]([CH3:25])([CH3:24])[CH3:23])=[O:20])[CH2:15][CH2:14]1.[O:26]1[CH:28]([C:29]2[N:34]=[C:33]([CH3:35])[CH:32]=[CH:31][CH:30]=2)[CH2:27]1, predict the reaction product. The product is: [OH:26][CH:28]([C:29]1[CH:30]=[CH:31][CH:32]=[C:33]([CH3:35])[N:34]=1)[CH2:27][N:3]1[C:7]2[CH:8]=[CH:9][CH:10]=[CH:11][C:6]=2[N:5]=[C:4]1[NH:12][CH:13]1[CH2:18][CH2:17][N:16]([C:19]([O:21][C:22]([CH3:25])([CH3:24])[CH3:23])=[O:20])[CH2:15][CH2:14]1. (5) Given the reactants Cl.Cl.[F:3][C:4]1[CH:9]=[CH:8][C:7]([C:10](=[O:21])[CH2:11][CH2:12][CH2:13][N:14]2[CH2:19][CH2:18][N:17]([CH3:20])[CH2:16][CH2:15]2)=[CH:6][CH:5]=1.[OH-].[Na+], predict the reaction product. The product is: [F:3][C:4]1[CH:9]=[CH:8][C:7]([C:10](=[O:21])[CH2:11][CH2:12][CH2:13][N:14]2[CH2:15][CH2:16][N:17]([CH3:20])[CH2:18][CH2:19]2)=[CH:6][CH:5]=1. (6) Given the reactants [I-].ClC1C=CC=C[N+]=1C.CCN(C(C)C)C(C)C.[NH2:19][C:20]1[CH:29]=[CH:28][C:23]([C:24]([O:26][CH3:27])=[O:25])=[CH:22][N:21]=1.[Br:30][C:31]1[CH:39]=[CH:38][C:34]([C:35](O)=[O:36])=[CH:33][N:32]=1, predict the reaction product. The product is: [Br:30][C:31]1[CH:39]=[CH:38][C:34]([C:35]([NH:19][C:20]2[CH:29]=[CH:28][C:23]([C:24]([O:26][CH3:27])=[O:25])=[CH:22][N:21]=2)=[O:36])=[CH:33][N:32]=1.